From a dataset of Catalyst prediction with 721,799 reactions and 888 catalyst types from USPTO. Predict which catalyst facilitates the given reaction. (1) Reactant: Br[C:2]1[CH:3]=[CH:4][C:5]([C:8]([OH:10])=O)=[N:6][CH:7]=1.[NH2:11]C1C=CC=CC=1.F[B-](F)(F)F.N1(OC(N(C)C)=[N+](C)C)C2C=CC=CC=2N=N1.C(N(CC)CC)C. Product: [N:6]1[CH:7]=[CH:2][CH:3]=[CH:4][C:5]=1[C:8]([NH2:11])=[O:10]. The catalyst class is: 7. (2) Reactant: [CH3:1][O:2][CH2:3][C:4]([OH:6])=[O:5].C(Cl)(=O)C(Cl)=O.[CH3:13][O:14][C:15]([CH3:20])([CH3:19])[CH2:16][CH2:17]O.N1C=CC=CC=1.Cl. Product: [CH3:1][O:2][CH2:3][C:4]([O:6][CH2:17][CH2:16][C:15]([O:14][CH3:13])([CH3:20])[CH3:19])=[O:5]. The catalyst class is: 306.